This data is from Full USPTO retrosynthesis dataset with 1.9M reactions from patents (1976-2016). The task is: Predict the reactants needed to synthesize the given product. Given the product [Cl:9][C:10]1[CH:11]=[CH:12][C:13]([N+:16]([O-:18])=[O:17])=[C:14]([NH:1][C:2]2[CH:7]=[CH:6][CH:5]=[CH:4][C:3]=2[CH3:8])[CH:15]=1, predict the reactants needed to synthesize it. The reactants are: [NH2:1][C:2]1[C:3]([CH3:8])=[CH:4][CH:5]=[CH:6][CH:7]=1.[Cl:9][C:10]1[CH:15]=[CH:14][C:13]([N+:16]([O-:18])=[O:17])=[C:12]([N+]([O-])=O)[CH:11]=1.